Dataset: Reaction yield outcomes from USPTO patents with 853,638 reactions. Task: Predict the reaction yield, written as a fraction of the theoretical maximum amount of product (1.0 means a 100% yield; for example, 0.34 means a 34% yield). (1) The reactants are C(NC(C)C)(C)C.C([Li])CCC.[CH3:13][S:14]([C:17]1[CH:22]=[CH:21][C:20]([CH2:23][C:24]([OH:26])=[O:25])=[CH:19][CH:18]=1)(=[O:16])=[O:15].I[CH2:28][CH:29]1[CH2:33][CH2:32][CH2:31][CH2:30]1. The catalyst is O1CCCC1.CN1CCCN(C)C1=O. The product is [CH:29]1([CH2:28][CH:23]([C:20]2[CH:19]=[CH:18][C:17]([S:14]([CH3:13])(=[O:15])=[O:16])=[CH:22][CH:21]=2)[C:24]([OH:26])=[O:25])[CH2:33][CH2:32][CH2:31][CH2:30]1. The yield is 0.520. (2) The reactants are [CH2:1]([O:3][C:4]1[C:5]([F:25])=[C:6]([CH:22]=[CH:23][CH:24]=1)[O:7][C:8]1[CH2:12][N:11]([C@@H:13]([CH2:17][CH:18]([CH3:20])[CH3:19])[C:14]([OH:16])=O)[C:10](=[O:21])[CH:9]=1)[CH3:2].[CH3:26][C:27]1([CH3:39])[O:31][C@H:30]([CH2:32][N:33]2[CH:37]=[CH:36][C:35]([NH2:38])=[N:34]2)[CH2:29][O:28]1.F[P-](F)(F)(F)(F)F.N1(O[P+](N(C)C)(N(C)C)N(C)C)C2C=CC=CC=2N=N1.C(N(CC)C(C)C)(C)C. The catalyst is CN(C)C=O. The product is [CH3:26][C:27]1([CH3:39])[O:31][C@H:30]([CH2:32][N:33]2[CH:37]=[CH:36][C:35]([NH:38][C:14](=[O:16])[C@@H:13]([N:11]3[CH2:12][C:8]([O:7][C:6]4[CH:22]=[CH:23][CH:24]=[C:4]([O:3][CH2:1][CH3:2])[C:5]=4[F:25])=[CH:9][C:10]3=[O:21])[CH2:17][CH:18]([CH3:20])[CH3:19])=[N:34]2)[CH2:29][O:28]1. The yield is 0.870. (3) The catalyst is C1COCC1. The reactants are [H-].[Na+].[CH2:3]([OH:6])[CH2:4][OH:5].Cl[C:8]1[C:34]([CH3:35])=[CH:33][C:11]2[N:12]=[C:13]3[C:18]([N:19]([CH2:20][CH2:21][CH2:22][CH2:23][CH2:24][CH2:25][C:26]([O:28]CC)=[O:27])[C:10]=2[CH:9]=1)=[N:17][C:16](=[O:31])[NH:15][C:14]3=[O:32].C(O)(=O)C. The product is [OH:5][CH2:4][CH2:3][O:6][C:8]1[C:34]([CH3:35])=[CH:33][C:11]2[N:12]=[C:13]3[C:18]([N:19]([CH2:20][CH2:21][CH2:22][CH2:23][CH2:24][CH2:25][C:26]([OH:28])=[O:27])[C:10]=2[CH:9]=1)=[N:17][C:16](=[O:31])[NH:15][C:14]3=[O:32]. The yield is 0.200. (4) The reactants are C([NH:8][C:9]1[C:10]([CH3:26])=[C:11]([CH3:25])[C:12]2[O:16][CH2:15][CH:14]([C:17]3[CH:22]=[CH:21][CH:20]=[CH:19][CH:18]=3)[C:13]=2[C:23]=1[CH3:24])C1C=CC=CC=1. The catalyst is C(OCC)(=O)C.CCCCCC. The product is [CH3:24][C:23]1[C:13]2[CH:14]([C:17]3[CH:22]=[CH:21][CH:20]=[CH:19][CH:18]=3)[CH2:15][O:16][C:12]=2[C:11]([CH3:25])=[C:10]([CH3:26])[C:9]=1[NH2:8]. The yield is 0.720. (5) The reactants are [OH:1][C:2]1[CH:7]=[C:6]([CH3:8])[C:5]([S:9][CH3:10])=[CH:4][C:3]=1[C:11](=[O:13])[CH3:12].Cl[C:15]1[C:24]2[C:19](=[CH:20][C:21]([O:27][CH3:28])=[C:22]([O:25][CH3:26])[CH:23]=2)[N:18]=[CH:17][CH:16]=1.O. The catalyst is CN(C)C1C=CN=CC=1.ClC1C=CC=CC=1Cl. The product is [CH3:26][O:25][C:22]1[CH:23]=[C:24]2[C:19](=[CH:20][C:21]=1[O:27][CH3:28])[N:18]=[CH:17][CH:16]=[C:15]2[O:1][C:2]1[CH:7]=[C:6]([CH3:8])[C:5]([S:9][CH3:10])=[CH:4][C:3]=1[C:11](=[O:13])[CH3:12]. The yield is 0.300. (6) The reactants are Br[C:2]1[N:7]=[C:6]([CH:8]=[O:9])[CH:5]=[CH:4][C:3]=1[O:10][CH2:11][CH2:12][O:13][Si:14]([C:17]([CH3:20])([CH3:19])[CH3:18])([CH3:16])[CH3:15].CC1(C)C(C)(C)OB([C:29]2[CH:34]=[CH:33][C:32]([S:35]([CH3:37])=[O:36])=[CH:31][CH:30]=2)O1.C([O-])([O-])=O.[Na+].[Na+]. The catalyst is C1(C)C=CC=CC=1.C(O)C.O.C(OCC)(=O)C.C1C=CC([P]([Pd]([P](C2C=CC=CC=2)(C2C=CC=CC=2)C2C=CC=CC=2)([P](C2C=CC=CC=2)(C2C=CC=CC=2)C2C=CC=CC=2)[P](C2C=CC=CC=2)(C2C=CC=CC=2)C2C=CC=CC=2)(C2C=CC=CC=2)C2C=CC=CC=2)=CC=1. The product is [Si:14]([O:13][CH2:12][CH2:11][O:10][C:3]1[CH:4]=[CH:5][C:6]([CH:8]=[O:9])=[N:7][C:2]=1[C:29]1[CH:34]=[CH:33][C:32]([S:35]([CH3:37])=[O:36])=[CH:31][CH:30]=1)([C:17]([CH3:20])([CH3:19])[CH3:18])([CH3:16])[CH3:15]. The yield is 0.660.